Dataset: Full USPTO retrosynthesis dataset with 1.9M reactions from patents (1976-2016). Task: Predict the reactants needed to synthesize the given product. (1) Given the product [F:16][C:17]1[CH:23]=[CH:22][CH:21]=[CH:20][C:18]=1[NH:19][S:2]([C:5]1[CH:6]=[C:7]([CH:13]=[CH:14][CH:15]=1)[C:8]([O:10][CH2:11][CH3:12])=[O:9])(=[O:4])=[O:3], predict the reactants needed to synthesize it. The reactants are: Cl[S:2]([C:5]1[CH:6]=[C:7]([CH:13]=[CH:14][CH:15]=1)[C:8]([O:10][CH2:11][CH3:12])=[O:9])(=[O:4])=[O:3].[F:16][C:17]1[CH:23]=[CH:22][CH:21]=[CH:20][C:18]=1[NH2:19]. (2) Given the product [CH3:17][C:1]1[CH:6]=[CH:5][CH:4]=[CH:3][C:2]=1[C@H:7]1[C@H:8]([C:14]([OH:16])=[O:15])[CH2:9][CH2:10][C:11]2([O:20][CH2:19][CH2:18][O:13]2)[CH2:12]1, predict the reactants needed to synthesize it. The reactants are: [C:1]1([CH3:17])[CH:6]=[CH:5][CH:4]=[CH:3][C:2]=1[C@@H:7]1[CH2:12][C:11](=[O:13])[CH2:10][CH2:9][C@H:8]1[C:14]([OH:16])=[O:15].[CH2:18](O)[CH2:19][OH:20].C1(C)C=CC(S(O)(=O)=O)=CC=1.O. (3) Given the product [CH2:1]([O:3][C:4]([C:6]1[NH:19][C:9]2=[N:10][CH:11]=[C:12]([O:14][CH2:15][CH2:16][CH2:17][N:28]3[CH2:33][CH2:32][CH2:31][CH2:30][CH2:29]3)[CH:13]=[C:8]2[CH:7]=1)=[O:5])[CH3:2], predict the reactants needed to synthesize it. The reactants are: [CH2:1]([O:3][C:4]([C:6]1[NH:19][C:9]2=[N:10][CH:11]=[C:12]([O:14][CH2:15][CH2:16][CH2:17]Cl)[CH:13]=[C:8]2[CH:7]=1)=[O:5])[CH3:2].C(=O)([O-])[O-].[K+].[K+].[I-].[K+].[NH:28]1[CH2:33][CH2:32][CH2:31][CH2:30][CH2:29]1. (4) Given the product [Cl:18][C:19]1[C:28]([F:29])=[CH:27][C:22]2[NH:23][C:24]([NH:26][C:15]([C:13]3[N:14]=[C:10]([C:8]4[CH:7]=[CH:6][C:5]5[O:1][CH2:2][CH2:3][C:4]=5[CH:9]=4)[S:11][CH:12]=3)=[O:17])=[N:25][C:21]=2[CH:20]=1, predict the reactants needed to synthesize it. The reactants are: [O:1]1[C:5]2[CH:6]=[CH:7][C:8]([C:10]3[S:11][CH:12]=[C:13]([C:15]([OH:17])=O)[N:14]=3)=[CH:9][C:4]=2[CH2:3][CH2:2]1.[Cl:18][C:19]1[C:28]([F:29])=[CH:27][C:22]2[NH:23][C:24]([NH2:26])=[N:25][C:21]=2[CH:20]=1.F[P-](F)(F)(F)(F)F.N1(OC(N(C)C)=[N+](C)C)C2C=CC=CC=2N=N1.C(N(CC)C(C)C)(C)C. (5) The reactants are: [Cl:1][C:2]1[CH:3]=[C:4]([CH2:19][N:20]2[C:24]([CH3:25])=[CH:23][C:22]([C:26]([OH:28])=O)=[N:21]2)[C:5]2[O:9][C:8]([C:10]3[CH:15]=[CH:14][C:13]([C:16]#[N:17])=[CH:12][CH:11]=3)=[CH:7][C:6]=2[CH:18]=1.C(N1CCOCC1)C.[NH2:37][N:38]1[CH2:43][CH2:42][O:41][CH2:40][CH2:39]1.O.ON1C2C=CC=CC=2N=N1.CN(C)CCCN=C=NCC. Given the product [Cl:1][C:2]1[CH:3]=[C:4]([CH2:19][N:20]2[C:24]([CH3:25])=[CH:23][C:22]([C:26]([NH:37][N:38]3[CH2:43][CH2:42][O:41][CH2:40][CH2:39]3)=[O:28])=[N:21]2)[C:5]2[O:9][C:8]([C:10]3[CH:11]=[CH:12][C:13]([C:16]#[N:17])=[CH:14][CH:15]=3)=[CH:7][C:6]=2[CH:18]=1, predict the reactants needed to synthesize it.